Dataset: Catalyst prediction with 721,799 reactions and 888 catalyst types from USPTO. Task: Predict which catalyst facilitates the given reaction. (1) Reactant: C([Mg]Cl)(C)(C)C.CO[C:9](=[O:34])[CH2:10][C@H:11]([O:23][C:24](=[O:33])[CH:25](Br)[CH2:26][CH2:27][CH2:28][CH2:29][CH2:30][CH3:31])[CH2:12][CH2:13][CH2:14][CH2:15][CH2:16][CH2:17][CH2:18][CH2:19][CH2:20][CH2:21][CH3:22].C1COCC1. Product: [CH2:26]([C:25]1[C:24](=[O:33])[O:23][C@H:11]([CH2:12][CH2:13][CH2:14][CH2:15][CH2:16][CH2:17][CH2:18][CH2:19][CH2:20][CH2:21][CH3:22])[CH2:10][C:9]=1[OH:34])[CH2:27][CH2:28][CH2:29][CH2:30][CH3:31]. The catalyst class is: 13. (2) Reactant: [CH2:1]([N:3]([CH2:29][CH3:30])/[N:4]=[N:5]/[C:6]1[C:11]([C:12]2[CH:17]=[CH:16][CH:15]=[C:14]([F:18])[CH:13]=2)=[C:10]([C:19](=[O:21])[CH3:20])[CH:9]=[C:8]([F:22])[C:7]=1[C:23]#[C:24][Si](C)(C)C)[CH3:2].C(=O)([O-])[O-].[K+].[K+]. Product: [CH2:29]([N:3]([CH2:1][CH3:2])/[N:4]=[N:5]/[C:6]1[C:11]([C:12]2[CH:17]=[CH:16][CH:15]=[C:14]([F:18])[CH:13]=2)=[C:10]([C:19](=[O:21])[CH3:20])[CH:9]=[C:8]([F:22])[C:7]=1[C:23]#[CH:24])[CH3:30]. The catalyst class is: 83. (3) Reactant: [Cl:1][C:2]1[N:7]2[N:8]=[C:9]([C:25]3[CH:30]=[CH:29][C:28]([F:31])=[CH:27][CH:26]=3)[C:10]([C:11]3[CH:16]=[C:15]([CH2:17]I)[N:14]=[C:13]([NH:19][CH:20]4[CH2:24][CH2:23][CH2:22][CH2:21]4)[N:12]=3)=[C:6]2[CH:5]=[CH:4][CH:3]=1.[CH3:32][NH:33][CH3:34]. Product: [Cl:1][C:2]1[N:7]2[N:8]=[C:9]([C:25]3[CH:30]=[CH:29][C:28]([F:31])=[CH:27][CH:26]=3)[C:10]([C:11]3[CH:16]=[C:15]([CH2:17][N:33]([CH3:34])[CH3:32])[N:14]=[C:13]([NH:19][CH:20]4[CH2:24][CH2:23][CH2:22][CH2:21]4)[N:12]=3)=[C:6]2[CH:5]=[CH:4][CH:3]=1. The catalyst class is: 54. (4) Reactant: [F:1][C:2]([F:20])([F:19])[C:3]([NH:5][CH2:6][C:7]1[C:8]([O:17][CH3:18])=[CH:9][C:10]([Cl:16])=[C:11]([CH:15]=1)[C:12]([NH2:14])=[O:13])=[O:4].C(Cl)(=O)[C:22](Cl)=[O:23]. Product: [F:20][C:2]([F:1])([F:19])[C:3]([NH:5][CH2:6][C:7]1[C:8]([O:17][CH3:18])=[CH:9][C:10]([Cl:16])=[C:11]([CH:15]=1)[C:12]([N:14]=[C:22]=[O:23])=[O:13])=[O:4]. The catalyst class is: 344. (5) Product: [Br:14][CH2:15][C:16]([NH:6][C:3]1[CH:4]=[CH:5][O:1][N:2]=1)=[O:17]. Reactant: [O:1]1[CH:5]=[CH:4][C:3]([NH2:6])=[N:2]1.CCN(CC)CC.[Br:14][CH2:15][C:16](Cl)=[O:17]. The catalyst class is: 2. (6) Reactant: [Cl:1][C:2]1[N:7]2[CH:8]=[CH:9][N:10]=[C:6]2[C:5]([O:11][CH2:12][C@@H:13]2[CH2:17][CH2:16][NH:15][CH2:14]2)=[N:4][C:3]=1[C:18]1[CH:25]=[CH:24][C:21]([C:22]#[N:23])=[CH:20][CH:19]=1.C=O.[C:28](O[BH-](OC(=O)C)OC(=O)C)(=O)C.[Na+]. Product: [Cl:1][C:2]1[N:7]2[CH:8]=[CH:9][N:10]=[C:6]2[C:5]([O:11][CH2:12][C@@H:13]2[CH2:17][CH2:16][N:15]([CH3:28])[CH2:14]2)=[N:4][C:3]=1[C:18]1[CH:25]=[CH:24][C:21]([C:22]#[N:23])=[CH:20][CH:19]=1. The catalyst class is: 2.